This data is from Reaction yield outcomes from USPTO patents with 853,638 reactions. The task is: Predict the reaction yield, written as a fraction of the theoretical maximum amount of product (1.0 means a 100% yield; for example, 0.34 means a 34% yield). (1) The reactants are [OH:1][CH:2]1[CH2:10][C:9]2[N:8]([C:11]3[CH:16]=[C:15]([I:17])[CH:14]=[CH:13][N:12]=3)[N:7]=[C:6]([C:18]([OH:20])=O)[C:5]=2[CH2:4][CH2:3]1.[Cl-].[NH4+:22]. No catalyst specified. The product is [OH:1][CH:2]1[CH2:10][C:9]2[N:8]([C:11]3[CH:16]=[C:15]([I:17])[CH:14]=[CH:13][N:12]=3)[N:7]=[C:6]([C:18]([NH2:22])=[O:20])[C:5]=2[CH2:4][CH2:3]1. The yield is 0.780. (2) The reactants are [H-].[Na+].[CH2:3]([OH:10])[C:4]1[CH:9]=[CH:8][CH:7]=[CH:6][CH:5]=1.[H][H].F[C:14]1[CH:19]=[CH:18][C:17]([N+:20]([O-:22])=[O:21])=[CH:16][C:15]=1[C:23]([F:26])([F:25])[F:24]. The catalyst is CN(C=O)C. The product is [CH2:3]([O:10][C:14]1[CH:19]=[CH:18][C:17]([N+:20]([O-:22])=[O:21])=[CH:16][C:15]=1[C:23]([F:24])([F:25])[F:26])[C:4]1[CH:9]=[CH:8][CH:7]=[CH:6][CH:5]=1. The yield is 0.830. (3) The reactants are [N:1]([CH2:4][C:5]1[CH:10]=[C:9]([C:11]([F:14])([F:13])[F:12])[CH:8]=[C:7]([C:15]([F:18])([F:17])[F:16])[CH:6]=1)=[N+:2]=[N-:3].[C:19]([O:23][CH2:24][CH3:25])(=[O:22])[C:20]#[CH:21]. The catalyst is C1(C)C=CC=CC=1. The product is [CH2:24]([O:23][C:19]([C:20]1[N:3]=[N:2][N:1]([CH2:4][C:5]2[CH:6]=[C:7]([C:15]([F:16])([F:17])[F:18])[CH:8]=[C:9]([C:11]([F:13])([F:14])[F:12])[CH:10]=2)[CH:21]=1)=[O:22])[CH3:25]. The yield is 0.500. (4) The reactants are [CH3:1][N:2]1[C:6]2[CH:7]=[C:8]([C:11]3[NH:15][N:14]=[C:13]([NH2:16])[CH:12]=3)[CH:9]=[CH:10][C:5]=2[N:4]=[CH:3]1.CN1C2C=CC(C3NN=C(N)C=3)=CC=2N=C1.[O:33]1[CH2:35][CH:34]1[CH2:36][N:37]1[CH2:46][CH2:45][C:44]2[C:39](=[CH:40][CH:41]=[CH:42][CH:43]=2)[CH2:38]1.CCN(C(C)C)C(C)C. The catalyst is CCO. The product is [CH2:38]1[C:39]2[C:44](=[CH:43][CH:42]=[CH:41][CH:40]=2)[CH2:45][CH2:46][N:37]1[CH2:36][CH:34]([OH:33])[CH2:35][NH:16][C:13]1[CH:12]=[C:11]([C:8]2[CH:9]=[CH:10][C:5]3[N:4]=[CH:3][N:2]([CH3:1])[C:6]=3[CH:7]=2)[NH:15][N:14]=1. The yield is 0.0410. (5) The reactants are FC(F)(F)[C:3](OC1C(OC(=O)C(F)(F)F)=C(I)C=CC=1)=[O:4].[F:22][C:23]1[CH:28]=[CH:27][C:26]([F:29])=[CH:25][C:24]=1[C:30]1[O:31][C:32]2[C:38](N)=[CH:37][C:36]([O:40]C)=[CH:35][C:33]=2[N:34]=1.[OH2:42]. The catalyst is C(#N)C.O. The product is [F:22][C:23]1[CH:28]=[CH:27][C:26]([F:29])=[CH:25][C:24]=1[C:30]1[O:42][C:35]2[C:36](=[O:40])[CH:37]=[C:38]([O:4][CH3:3])[C:32](=[O:31])[C:33]=2[N:34]=1. The yield is 0.100. (6) The reactants are [C:1]1([NH:7][N:8]=[C:9]([C:12]#[N:13])[C:10]#[N:11])[CH:6]=[CH:5][CH:4]=[CH:3][CH:2]=1.NC1C=CC=CC=1.C(#N)CC#N.[C:26]1([NH:32][NH2:33])[CH:31]=[CH:30][CH:29]=[CH:28][CH:27]=1. No catalyst specified. The product is [C:26]1([N:32]2[C:10]([NH2:11])=[C:9]([N:8]=[N:7][C:1]3[CH:6]=[CH:5][CH:4]=[CH:3][CH:2]=3)[C:12]([NH2:13])=[N:33]2)[CH:31]=[CH:30][CH:29]=[CH:28][CH:27]=1. The yield is 0.230.